From a dataset of Catalyst prediction with 721,799 reactions and 888 catalyst types from USPTO. Predict which catalyst facilitates the given reaction. Reactant: [C:1]([C:5]1[CH:10]=[CH:9][C:8]([C:11]2[N:12]([CH3:43])[C:13]([S:16][C:17]3[CH:34]=[CH:33][C:20]([CH2:21][NH:22][C:23]4[CH:28]=[CH:27][C:26]([CH2:29][C:30]([OH:32])=O)=[CH:25][CH:24]=4)=[C:19]([O:35][CH2:36][CH2:37][CH2:38][CH2:39][CH2:40][CH2:41][CH3:42])[CH:18]=3)=[N:14][N:15]=2)=[CH:7][CH:6]=1)([CH3:4])([CH3:3])[CH3:2].[N:44]1(O)[C:48]2[CH:49]=[CH:50][CH:51]=[CH:52][C:47]=2N=N1.C(N)CCCCC.CN(C)CCCN=C=NCC. Product: [C:1]([C:5]1[CH:10]=[CH:9][C:8]([C:11]2[N:12]([CH3:43])[C:13]([S:16][C:17]3[CH:34]=[CH:33][C:20]([CH2:21][NH:22][C:23]4[CH:24]=[CH:25][C:26]([CH2:29][C:30]([NH:44][CH2:48][CH2:47][CH2:52][CH2:51][CH2:50][CH3:49])=[O:32])=[CH:27][CH:28]=4)=[C:19]([O:35][CH2:36][CH2:37][CH2:38][CH2:39][CH2:40][CH2:41][CH3:42])[CH:18]=3)=[N:14][N:15]=2)=[CH:7][CH:6]=1)([CH3:4])([CH3:2])[CH3:3]. The catalyst class is: 35.